From a dataset of Reaction yield outcomes from USPTO patents with 853,638 reactions. Predict the reaction yield, written as a fraction of the theoretical maximum amount of product (1.0 means a 100% yield; for example, 0.34 means a 34% yield). (1) The reactants are [F:1][C:2]1[CH:34]=[CH:33][C:5]([CH2:6][N:7]2[C:16](=[O:17])[C:15]([C:18]3[NH:23][C:22]4[CH:24]=[CH:25][C:26](I)=[CH:27][C:21]=4[S:20](=[O:30])(=[O:29])[N:19]=3)=[C:14]([OH:31])[C@H:13]3[C@@H:8]2[C@H:9]2[CH2:32][C@@H:12]3[CH2:11][CH2:10]2)=[CH:4][CH:3]=1.C([Sn](CCCC)(CCCC)[C:40]1[S:41](=[O:46])(=[O:45])[CH2:42][CH2:43][CH:44]=1)CCC. The catalyst is CN(C)C=O.C1C=CC([P]([Pd]([P](C2C=CC=CC=2)(C2C=CC=CC=2)C2C=CC=CC=2)([P](C2C=CC=CC=2)(C2C=CC=CC=2)C2C=CC=CC=2)[P](C2C=CC=CC=2)(C2C=CC=CC=2)C2C=CC=CC=2)(C2C=CC=CC=2)C2C=CC=CC=2)=CC=1. The product is [O:45]=[S:41]1(=[O:46])[CH2:42][CH2:43][CH:44]=[C:40]1[C:26]1[CH:25]=[CH:24][C:22]2[NH:23][C:18]([C:15]3[C:16](=[O:17])[N:7]([CH2:6][C:5]4[CH:33]=[CH:34][C:2]([F:1])=[CH:3][CH:4]=4)[C@@H:8]4[C@H:13]([C:14]=3[OH:31])[C@@H:12]3[CH2:32][C@H:9]4[CH2:10][CH2:11]3)=[N:19][S:20](=[O:30])(=[O:29])[C:21]=2[CH:27]=1. The yield is 0.200. (2) The reactants are [CH:1]12[CH2:7][CH:4]([CH2:5][CH2:6]1)[CH2:3][CH:2]2[CH2:8][NH2:9].CN(C(ON1N=NC2C=CC=NC1=2)=[N+](C)C)C.F[P-](F)(F)(F)(F)F.CCN(CC)CC.[SH:41][C:42]1[N:50]=[CH:49][CH:48]=[CH:47][C:43]=1[C:44](O)=[O:45]. The catalyst is C1COCC1.CC(=O)OCC. The product is [CH:1]12[CH2:7][CH:4]([CH2:5][CH2:6]1)[CH2:3][CH:2]2[CH2:8][NH:9][C:44](=[O:45])[C:43]1[CH:47]=[CH:48][CH:49]=[N:50][C:42]=1[SH:41]. The yield is 0.500. (3) The yield is 1.00. The catalyst is C(Cl)Cl.CCOC(C)=O.[Pd]. The reactants are [O:1]=[C:2]1[CH:11]=[CH:10][C:9]2[C:4](=[CH:5][C:6]([C:12]3[CH2:17][CH2:16][N:15]([C:18]([O:20][C:21]([CH3:24])([CH3:23])[CH3:22])=[O:19])[CH2:14][CH:13]=3)=[CH:7][CH:8]=2)[O:3]1. The product is [O:1]=[C:2]1[CH:11]=[CH:10][C:9]2[C:4](=[CH:5][C:6]([CH:12]3[CH2:13][CH2:14][N:15]([C:18]([O:20][C:21]([CH3:24])([CH3:23])[CH3:22])=[O:19])[CH2:16][CH2:17]3)=[CH:7][CH:8]=2)[O:3]1. (4) The catalyst is C1COCC1.CN(C)C1C=CN=CC=1. The yield is 0.510. The reactants are [CH3:1][O:2][C:3]1[CH:4]=[C:5]2[C:10](=[CH:11][C:12]=1[O:13][CH3:14])[N:9]=[CH:8][N:7]=[C:6]2[O:15][C:16]1[CH:17]=[C:18]([CH:20]=[CH:21][CH:22]=1)[NH2:19].[F:23][C:24]([F:45])([F:44])[C:25]([C:28]1[CH:32]=[C:31]([NH:33][C:34](=O)[O:35]C2C=CC(Cl)=CC=2)[O:30][N:29]=1)([CH3:27])[CH3:26]. The product is [CH3:1][O:2][C:3]1[CH:4]=[C:5]2[C:10](=[CH:11][C:12]=1[O:13][CH3:14])[N:9]=[CH:8][N:7]=[C:6]2[O:15][C:16]1[CH:17]=[C:18]([NH:19][C:34]([NH:33][C:31]2[O:30][N:29]=[C:28]([C:25]([CH3:27])([CH3:26])[C:24]([F:45])([F:44])[F:23])[CH:32]=2)=[O:35])[CH:20]=[CH:21][CH:22]=1. (5) The reactants are [CH3:1][C@@H:2]1[NH:8][CH2:7][C:6]2[CH:9]=[CH:10][C:11]([C:13]([O:15][CH3:16])=[O:14])=[CH:12][C:5]=2[O:4][CH2:3]1.Br[C:18]1[CH:23]=[CH:22][CH:21]=[CH:20][C:19]=1[CH3:24].C([O-])([O-])=O.[Cs+].[Cs+].C1C=CC(P(C2C(C3C(P(C4C=CC=CC=4)C4C=CC=CC=4)=CC=C4C=3C=CC=C4)=C3C(C=CC=C3)=CC=2)C2C=CC=CC=2)=CC=1. The catalyst is C1(C)C=CC=CC=1.CC([O-])=O.CC([O-])=O.[Pd+2]. The product is [CH3:1][C@@H:2]1[N:8]([C:18]2[CH:23]=[CH:22][CH:21]=[CH:20][C:19]=2[CH3:24])[CH2:7][C:6]2[CH:9]=[CH:10][C:11]([C:13]([O:15][CH3:16])=[O:14])=[CH:12][C:5]=2[O:4][CH2:3]1. The yield is 0.110. (6) The reactants are [C:1]1([CH:7]=[CH:8][C:9](=[O:18])[CH:10]=[CH:11][C:12]2[CH:17]=[CH:16][CH:15]=[CH:14][CH:13]=2)[CH:6]=[CH:5][CH:4]=[CH:3][CH:2]=1. The catalyst is [Pd].C(OCC)(=O)C. The product is [C:12]1([CH2:11][CH2:10][C:9](=[O:18])[CH2:8][CH2:7][C:1]2[CH:2]=[CH:3][CH:4]=[CH:5][CH:6]=2)[CH:17]=[CH:16][CH:15]=[CH:14][CH:13]=1. The yield is 0.800.